Predict the reactants needed to synthesize the given product. From a dataset of Full USPTO retrosynthesis dataset with 1.9M reactions from patents (1976-2016). (1) Given the product [F:18][C:19]1[CH:20]=[C:21]([C@@H:26]2[CH2:28][C@H:27]2[C:29]([N:10]2[CH2:9][C@H:8]([C:11]3[CH:12]=[CH:13][CH:14]=[CH:15][CH:16]=3)[NH:7][C:6](=[O:17])[C@@H:5]2[CH2:1][CH:2]([CH3:4])[CH3:3])=[O:30])[CH:22]=[CH:23][C:24]=1[F:25], predict the reactants needed to synthesize it. The reactants are: [CH2:1]([C@@H:5]1[NH:10][CH2:9][C@H:8]([C:11]2[CH:16]=[CH:15][CH:14]=[CH:13][CH:12]=2)[NH:7][C:6]1=[O:17])[CH:2]([CH3:4])[CH3:3].[F:18][C:19]1[CH:20]=[C:21]([C@@H:26]2[CH2:28][C@H:27]2[C:29](O)=[O:30])[CH:22]=[CH:23][C:24]=1[F:25].C([C@@H]1N(C(=O)/C=C/C2C=CC=CC=2)C[C@H](CC(C)C)NC1=O)C(C)C. (2) Given the product [CH3:1][S:2][C:3]1[N:8]=[C:7]([NH:25][CH2:24][C:18]2[CH:19]=[CH:20][C:21]([O:22][CH3:23])=[C:16]([Cl:15])[CH:17]=2)[C:6]([C:10]([O:12][CH2:13][CH3:14])=[O:11])=[CH:5][N:4]=1, predict the reactants needed to synthesize it. The reactants are: [CH3:1][S:2][C:3]1[N:8]=[C:7](Cl)[C:6]([C:10]([O:12][CH2:13][CH3:14])=[O:11])=[CH:5][N:4]=1.[Cl:15][C:16]1[CH:17]=[C:18]([CH2:24][NH2:25])[CH:19]=[CH:20][C:21]=1[O:22][CH3:23].C(N(CC)CC)C.O1CCCC1. (3) Given the product [CH3:1][C:2]([NH:4][C@H:5]1[C@H:10]([O:11][C@@H:12]([C@H:20]([O:69][C@@H:70]2[O:75][C@H:74]([CH2:76][OH:77])[C@@H:73]([OH:78])[C@H:72]([OH:79])[C@@H:71]2[OH:80])[C@H:21]([O:35][C@H:36]2[O:41][C@H:40]([CH2:42][OH:43])[C@@H:39]([OH:44])[C@H:38]([OH:45])[C@@H:37]2[OH:57])[CH2:22][OH:23])[C@@H:13]([NH:16][C:17]([CH3:19])=[O:18])[CH:14]=[O:15])[O:9][C@H:8]([CH2:81][OH:82])[C@@H:7]([OH:83])[C@@H:6]1[OH:84])=[O:3], predict the reactants needed to synthesize it. The reactants are: [CH3:1][C:2]([NH:4][C@H:5]1[C@H:10]([O:11][C@@H:12]([C@H:20]([O:69][C@@H:70]2[O:75][C@H:74]([CH2:76][OH:77])[C@@H:73]([OH:78])[C@H:72]([OH:79])[C@@H:71]2[OH:80])[C@H:21]([O:35][C@H:36]2[O:41][C@H:40]([CH2:42][OH:43])[C@@H:39]([OH:44])[C@H:38]([O:45][C@H]3O[C@H](CO)[C@@H](O)[C@H](O)[C@@H]3O)[C@@H:37]2[O:57][C@H]2O[C@H](CO)[C@@H](O)[C@H](O)[C@@H]2O)[CH2:22][O:23][C@H]2O[C@H](CO)[C@@H](O)[C@H](O)[C@@H]2O)[C@@H:13]([NH:16][C:17]([CH3:19])=[O:18])[CH:14]=[O:15])[O:9][C@H:8]([CH2:81][OH:82])[C@@H:7]([OH:83])[C@@H:6]1[OH:84])=[O:3]. (4) Given the product [CH:8]1([C:13]([N:15]2[CH2:20][CH:19]([C:21]3[CH:22]=[CH:23][C:24]([CH2:27][CH3:28])=[CH:25][CH:26]=3)[CH2:18][CH:17]([NH:29][C:32](=[O:33])[N:31]([CH3:30])[C:35]3[CH:40]=[CH:39][CH:38]=[CH:37][CH:36]=3)[CH2:16]2)=[O:14])[CH2:9][CH2:10][CH2:11][CH2:12]1, predict the reactants needed to synthesize it. The reactants are: FC(F)(F)C(O)=O.[CH:8]1([C:13]([N:15]2[CH2:20][CH:19]([C:21]3[CH:26]=[CH:25][C:24]([CH2:27][CH3:28])=[CH:23][CH:22]=3)[CH2:18][CH:17]([NH2:29])[CH2:16]2)=[O:14])[CH2:12][CH2:11][CH2:10][CH2:9]1.[CH3:30][N:31]([C:35]1[CH:40]=[CH:39][CH:38]=[CH:37][CH:36]=1)[C:32](Cl)=[O:33]. (5) The reactants are: Cl[C:2]1[N:11]=[CH:10][C:9]2[N:8]([CH3:12])[C:7](=[O:13])[C@@H:6]([CH2:14][CH3:15])[N:5]([CH:16]([CH3:18])[CH3:17])[C:4]=2[N:3]=1.[CH3:19][Si:20]([CH3:34])([CH3:33])[CH2:21][CH2:22][O:23][CH2:24][N:25]1[C:29]([C:30](=[O:32])[CH3:31])=[CH:28][CH:27]=[N:26]1. Given the product [CH2:14]([C@H:6]1[N:5]([CH:16]([CH3:18])[CH3:17])[C:4]2[N:3]=[C:2]([CH2:31][C:30](=[O:32])[C:29]3[N:25]([CH2:24][O:23][CH2:22][CH2:21][Si:20]([CH3:34])([CH3:33])[CH3:19])[N:26]=[CH:27][CH:28]=3)[N:11]=[CH:10][C:9]=2[N:8]([CH3:12])[C:7]1=[O:13])[CH3:15], predict the reactants needed to synthesize it.